From a dataset of Catalyst prediction with 721,799 reactions and 888 catalyst types from USPTO. Predict which catalyst facilitates the given reaction. Reactant: [NH2:1][CH2:2][C:3]1([CH:8]([N:12]2[CH:16]=[C:15]([C:17]3[C:18]4[CH:25]=[CH:24][NH:23][C:19]=4[N:20]=[CH:21][N:22]=3)[CH:14]=[N:13]2)[CH2:9][C:10]#[N:11])[CH2:7][CH2:6][CH2:5][CH2:4]1.[C:26](Cl)(=[O:33])[C:27]1[CH:32]=[CH:31][CH:30]=[CH:29][CH:28]=1. Product: [C:10]([CH2:9][CH:8]([C:3]1([CH2:2][NH:1][C:26](=[O:33])[C:27]2[CH:32]=[CH:31][CH:30]=[CH:29][CH:28]=2)[CH2:7][CH2:6][CH2:5][CH2:4]1)[N:12]1[CH:16]=[C:15]([C:17]2[C:18]3[CH:25]=[CH:24][NH:23][C:19]=3[N:20]=[CH:21][N:22]=2)[CH:14]=[N:13]1)#[N:11]. The catalyst class is: 2.